From a dataset of TCR-epitope binding with 47,182 pairs between 192 epitopes and 23,139 TCRs. Binary Classification. Given a T-cell receptor sequence (or CDR3 region) and an epitope sequence, predict whether binding occurs between them. The epitope is ALLADKFPV. The TCR CDR3 sequence is CSARASYEQYF. Result: 0 (the TCR does not bind to the epitope).